Dataset: NCI-60 drug combinations with 297,098 pairs across 59 cell lines. Task: Regression. Given two drug SMILES strings and cell line genomic features, predict the synergy score measuring deviation from expected non-interaction effect. (1) Drug 1: CC1=CC=C(C=C1)C2=CC(=NN2C3=CC=C(C=C3)S(=O)(=O)N)C(F)(F)F. Drug 2: CCC1(CC2CC(C3=C(CCN(C2)C1)C4=CC=CC=C4N3)(C5=C(C=C6C(=C5)C78CCN9C7C(C=CC9)(C(C(C8N6C)(C(=O)OC)O)OC(=O)C)CC)OC)C(=O)OC)O.OS(=O)(=O)O. Cell line: COLO 205. Synergy scores: CSS=-7.74, Synergy_ZIP=4.01, Synergy_Bliss=0.429, Synergy_Loewe=-19.4, Synergy_HSA=-7.00. (2) Drug 1: C1=NC2=C(N1)C(=S)N=C(N2)N. Drug 2: CC1CCC2CC(C(=CC=CC=CC(CC(C(=O)C(C(C(=CC(C(=O)CC(OC(=O)C3CCCCN3C(=O)C(=O)C1(O2)O)C(C)CC4CCC(C(C4)OC)O)C)C)O)OC)C)C)C)OC. Cell line: NCI-H226. Synergy scores: CSS=9.97, Synergy_ZIP=-7.22, Synergy_Bliss=-5.32, Synergy_Loewe=-17.5, Synergy_HSA=-3.60. (3) Drug 1: COC1=CC(=CC(=C1O)OC)C2C3C(COC3=O)C(C4=CC5=C(C=C24)OCO5)OC6C(C(C7C(O6)COC(O7)C8=CC=CS8)O)O. Drug 2: COC1=C2C(=CC3=C1OC=C3)C=CC(=O)O2. Cell line: TK-10. Synergy scores: CSS=28.3, Synergy_ZIP=3.69, Synergy_Bliss=3.11, Synergy_Loewe=-2.10, Synergy_HSA=4.79. (4) Drug 1: CC1=C2C(C(=O)C3(C(CC4C(C3C(C(C2(C)C)(CC1OC(=O)C(C(C5=CC=CC=C5)NC(=O)OC(C)(C)C)O)O)OC(=O)C6=CC=CC=C6)(CO4)OC(=O)C)OC)C)OC. Drug 2: CCN(CC)CCNC(=O)C1=C(NC(=C1C)C=C2C3=C(C=CC(=C3)F)NC2=O)C. Cell line: NCIH23. Synergy scores: CSS=52.1, Synergy_ZIP=12.6, Synergy_Bliss=11.3, Synergy_Loewe=-28.0, Synergy_HSA=8.80. (5) Synergy scores: CSS=10.9, Synergy_ZIP=-0.544, Synergy_Bliss=7.80, Synergy_Loewe=7.82, Synergy_HSA=8.73. Drug 2: C1=CN(C=N1)CC(O)(P(=O)(O)O)P(=O)(O)O. Cell line: MOLT-4. Drug 1: CC1=CC2C(CCC3(C2CCC3(C(=O)C)OC(=O)C)C)C4(C1=CC(=O)CC4)C. (6) Synergy scores: CSS=41.0, Synergy_ZIP=2.45, Synergy_Bliss=2.96, Synergy_Loewe=4.69, Synergy_HSA=4.86. Drug 2: C1=NC2=C(N1)C(=S)N=C(N2)N. Drug 1: CC1=C2C(C(=O)C3(C(CC4C(C3C(C(C2(C)C)(CC1OC(=O)C(C(C5=CC=CC=C5)NC(=O)OC(C)(C)C)O)O)OC(=O)C6=CC=CC=C6)(CO4)OC(=O)C)OC)C)OC. Cell line: NCI/ADR-RES.